From a dataset of Full USPTO retrosynthesis dataset with 1.9M reactions from patents (1976-2016). Predict the reactants needed to synthesize the given product. (1) Given the product [CH3:53][O:52][N:51]([CH3:50])[C:11](=[O:12])[C:10]1[CH:14]=[CH:15][CH:16]=[CH:17][C:9]=1[CH2:1][CH2:2][C:3]1[CH:8]=[CH:7][CH:6]=[CH:5][CH:4]=1, predict the reactants needed to synthesize it. The reactants are: [CH2:1]([C:9]1[CH:17]=[CH:16][CH:15]=[CH:14][C:10]=1[C:11](O)=[O:12])[CH2:2][C:3]1[CH:8]=[CH:7][CH:6]=[CH:5][CH:4]=1.Cl.CN(C)CCCN=C=NCC.O.ON1C2C=CC=CC=2N=N1.C(N1CCOCC1)C.Cl.[CH3:50][NH:51][O:52][CH3:53]. (2) Given the product [CH3:1][O:2][C:3]1[CH:8]=[CH:7][C:6]([S:9]([N:12]2[CH:17]([C:18]([OH:20])=[O:19])[CH:16]3[CH2:23][CH:13]2[CH2:14][CH2:15]3)(=[O:11])=[O:10])=[CH:5][CH:4]=1, predict the reactants needed to synthesize it. The reactants are: [CH3:1][O:2][C:3]1[CH:8]=[CH:7][C:6]([S:9]([N:12]2[CH:17]([C:18]([O:20]CC)=[O:19])[CH:16]3[CH2:23][CH:13]2[CH2:14][CH2:15]3)(=[O:11])=[O:10])=[CH:5][CH:4]=1.[OH-].[Na+].Cl.